This data is from Peptide-MHC class II binding affinity with 134,281 pairs from IEDB. The task is: Regression. Given a peptide amino acid sequence and an MHC pseudo amino acid sequence, predict their binding affinity value. This is MHC class II binding data. The peptide sequence is TFYGSNPRGAAPDDH. The MHC is HLA-DQA10102-DQB10602 with pseudo-sequence HLA-DQA10102-DQB10602. The binding affinity (normalized) is 0.298.